Dataset: Reaction yield outcomes from USPTO patents with 853,638 reactions. Task: Predict the reaction yield, written as a fraction of the theoretical maximum amount of product (1.0 means a 100% yield; for example, 0.34 means a 34% yield). (1) The reactants are C([C:3]1[C:8]([NH2:9])=[C:7](NC)[CH:6]=[C:5]([NH:12][CH2:13][C:14]2[CH:19]=[CH:18][C:17]([F:20])=[CH:16][CH:15]=2)[N:4]=1)C.[F:21][C:22]1[CH:23]=[C:24]([CH2:29][C:30]([OH:32])=O)[CH:25]=[C:26]([F:28])[CH:27]=1.C1[CH:38]=[N:37][C:36]2N(O)N=NC=2C=1.CCN=C=NCCCN(C)C.Cl. The catalyst is C(Cl)Cl.O. The product is [CH3:36][N:37]([CH3:38])[C:3]1[C:8]([NH:9][C:30](=[O:32])[CH2:29][C:24]2[CH:23]=[C:22]([F:21])[CH:27]=[C:26]([F:28])[CH:25]=2)=[CH:7][CH:6]=[C:5]([NH:12][CH2:13][C:14]2[CH:15]=[CH:16][C:17]([F:20])=[CH:18][CH:19]=2)[N:4]=1. The yield is 0.340. (2) The reactants are [Cl:1][C:2]1[CH:7]=[CH:6][CH:5]=[CH:4][C:3]=1[CH:8]([OH:13])[C:9]([NH:11][NH2:12])=O.[CH:14]1([N:22]=[C:23]=[S:24])[CH2:21][CH2:20][CH2:19][CH2:18][CH2:17][CH2:16][CH2:15]1. No catalyst specified. The product is [Cl:1][C:2]1[CH:7]=[CH:6][CH:5]=[CH:4][C:3]=1[CH:8]([OH:13])[C:9]1[N:22]([CH:14]2[CH2:15][CH2:16][CH2:17][CH2:18][CH2:19][CH2:20][CH2:21]2)[C:23](=[S:24])[NH:12][N:11]=1. The yield is 0.400.